From a dataset of Full USPTO retrosynthesis dataset with 1.9M reactions from patents (1976-2016). Predict the reactants needed to synthesize the given product. (1) Given the product [Si:25]([O:36][CH2:35][CH2:34][CH2:33][O:12][C@H:10]1[CH2:9][N:8]([C:13]([O:15][C:16]([CH3:17])([CH3:19])[CH3:18])=[O:14])[C@H:7]([C:5]([N:4]([CH3:20])[CH3:3])=[O:6])[CH2:11]1)([C:28]([CH3:29])([CH3:30])[CH3:31])([CH3:26])[CH3:27], predict the reactants needed to synthesize it. The reactants are: [H-].[Na+].[CH3:3][N:4]([CH3:20])[C:5]([C@@H:7]1[CH2:11][C@H:10]([OH:12])[CH2:9][N:8]1[C:13]([O:15][C:16]([CH3:19])([CH3:18])[CH3:17])=[O:14])=[O:6].ICCC[Si:25]([C:28]([CH3:31])([CH3:30])[CH3:29])([CH3:27])[CH3:26].O.[CH2:33]1C[O:36][CH2:35][CH2:34]1. (2) Given the product [Cl:1][C:2]1[CH:3]=[C:4]([C:9]2([C:22]([F:23])([F:25])[F:24])[O:13][N:12]=[C:11]([C:14]3[CH:15]=[CH:16][C:17]([CH3:21])=[C:18]([NH:19][C:26](=[O:35])[C:27]4[CH:32]=[CH:31][CH:30]=[C:29]([O:33][CH3:34])[CH:28]=4)[CH:20]=3)[CH2:10]2)[CH:5]=[C:6]([Cl:8])[CH:7]=1, predict the reactants needed to synthesize it. The reactants are: [Cl:1][C:2]1[CH:3]=[C:4]([C:9]2([C:22]([F:25])([F:24])[F:23])[O:13][N:12]=[C:11]([C:14]3[CH:15]=[CH:16][C:17]([CH3:21])=[C:18]([CH:20]=3)[NH2:19])[CH2:10]2)[CH:5]=[C:6]([Cl:8])[CH:7]=1.[C:26](O)(=[O:35])[C:27]1[CH:32]=[CH:31][CH:30]=[C:29]([O:33][CH3:34])[CH:28]=1.Cl.C(N(CC)CCCN=C=NCC)C.C(=O)([O-])O.[Na+].